This data is from Catalyst prediction with 721,799 reactions and 888 catalyst types from USPTO. The task is: Predict which catalyst facilitates the given reaction. (1) Reactant: [C:1]([O:5][C:6]([N:8]1[CH2:13][CH2:12][CH:11]([O:14][C:15]2[CH:33]=[CH:32][C:18]([O:19][CH2:20][C:21]3[NH:22][C:23]4[CH:29]=[C:28]([C:30]#[N:31])[CH:27]=[CH:26][C:24]=4[N:25]=3)=[CH:17][CH:16]=2)[CH2:10][CH2:9]1)=[O:7])([CH3:4])([CH3:3])[CH3:2].[H-].[Na+].[CH2:36](Br)[C:37]([C:39]1[CH:44]=[CH:43][CH:42]=[CH:41][CH:40]=1)=[O:38]. Product: [C:1]([O:5][C:6]([N:8]1[CH2:9][CH2:10][CH:11]([O:14][C:15]2[CH:33]=[CH:32][C:18]([O:19][CH2:20][C:21]3[N:25]([CH2:36][C:37]([C:39]4[CH:44]=[CH:43][CH:42]=[CH:41][CH:40]=4)=[O:38])[C:24]4[CH:26]=[CH:27][C:28]([C:30]#[N:31])=[CH:29][C:23]=4[N:22]=3)=[CH:17][CH:16]=2)[CH2:12][CH2:13]1)=[O:7])([CH3:4])([CH3:2])[CH3:3]. The catalyst class is: 9. (2) Reactant: [OH-].[Na+].C[O:4][C:5](=[O:17])[C:6]1[CH:11]=[CH:10][C:9]([O:12][CH2:13][CH:14]2[CH2:16][CH2:15]2)=[CH:8][CH:7]=1. Product: [CH:14]1([CH2:13][O:12][C:9]2[CH:10]=[CH:11][C:6]([C:5]([OH:17])=[O:4])=[CH:7][CH:8]=2)[CH2:16][CH2:15]1. The catalyst class is: 5.